From a dataset of Catalyst prediction with 721,799 reactions and 888 catalyst types from USPTO. Predict which catalyst facilitates the given reaction. (1) Reactant: [F:1][C:2]1[CH:3]=[C:4]([NH2:26])[C:5]([NH:9][CH:10]2[CH2:15][CH2:14][N:13]([C@H:16]3[CH2:21][CH2:20][C@H:19]([O:22][CH:23]([CH3:25])[CH3:24])[CH2:18][CH2:17]3)[CH2:12][CH2:11]2)=[CH:6][C:7]=1[CH3:8].C(N(C(C)C)CC)(C)C.[Cl:36][C:37](Cl)([O:39]C(=O)OC(Cl)(Cl)Cl)Cl.C([O-])(O)=O.[Na+]. Product: [ClH:36].[F:1][C:2]1[C:7]([CH3:8])=[CH:6][C:5]2[N:9]([CH:10]3[CH2:15][CH2:14][N:13]([C@H:16]4[CH2:21][CH2:20][C@H:19]([O:22][CH:23]([CH3:24])[CH3:25])[CH2:18][CH2:17]4)[CH2:12][CH2:11]3)[C:37](=[O:39])[NH:26][C:4]=2[CH:3]=1. The catalyst class is: 4. (2) Reactant: [Cl:1][C:2]1[N:7]=[C:6]([CH:8]2[O:12][C:11](=[O:13])[NH:10][CH:9]2[CH2:14][C:15]2[CH:20]=[CH:19][C:18]([C:21]([F:24])([F:23])[F:22])=[CH:17][CH:16]=2)[CH:5]=[CH:4][CH:3]=1.[C:25](O[C:25]([O:27][C:28]([CH3:31])([CH3:30])[CH3:29])=[O:26])([O:27][C:28]([CH3:31])([CH3:30])[CH3:29])=[O:26].CN(C1C=CC=CN=1)C. Product: [Cl:1][C:2]1[N:7]=[C:6]([CH:8]2[O:12][C:11](=[O:13])[N:10]([C:25]([O:27][C:28]([CH3:31])([CH3:30])[CH3:29])=[O:26])[CH:9]2[CH2:14][C:15]2[CH:20]=[CH:19][C:18]([C:21]([F:24])([F:23])[F:22])=[CH:17][CH:16]=2)[CH:5]=[CH:4][CH:3]=1. The catalyst class is: 10.